From a dataset of Full USPTO retrosynthesis dataset with 1.9M reactions from patents (1976-2016). Predict the reactants needed to synthesize the given product. (1) Given the product [C:1]([N:4]1[CH2:9][CH2:8][CH:7]([C:10]2[C:18]3[S:17][C:16]([NH:19][C:20]([N:22]4[CH2:27][CH2:26][O:25][CH2:24][CH2:23]4)=[O:21])=[N:15][C:14]=3[C:13]([O:28][CH3:29])=[CH:12][CH:11]=2)[CH2:6][CH2:5]1)(=[O:3])[CH3:2], predict the reactants needed to synthesize it. The reactants are: [C:1]([N:4]1[CH2:9][CH:8]=[C:7]([C:10]2[C:18]3[S:17][C:16]([NH:19][C:20]([N:22]4[CH2:27][CH2:26][O:25][CH2:24][CH2:23]4)=[O:21])=[N:15][C:14]=3[C:13]([O:28][CH3:29])=[CH:12][CH:11]=2)[CH2:6][CH2:5]1)(=[O:3])[CH3:2]. (2) Given the product [Br:1][C:2]1[S:3][C:4]2[C:10]([OH:11])=[C:9]([CH:21]([OH:22])[C:20]([O:24][CH2:25][CH3:26])=[O:23])[C:8]([CH3:12])=[CH:7][C:5]=2[N:6]=1, predict the reactants needed to synthesize it. The reactants are: [Br:1][C:2]1[S:3][C:4]2[C:10]([OH:11])=[CH:9][C:8]([CH3:12])=[CH:7][C:5]=2[N:6]=1.C(N(CC)CC)C.[C:20]([O:24][CH2:25][CH3:26])(=[O:23])[CH:21]=[O:22].C(C(C(C([O-])=O)O)O)([O-])=O.[Na+].[K+]. (3) Given the product [CH3:31][S:32]([O:23][CH2:22][C@H:19]1[CH2:20][CH2:21][C@H:16]([NH:15][C:5]2[C:4]3[C:9](=[CH:10][CH:11]=[C:2]([Cl:1])[N:3]=3)[N:8]=[CH:7][C:6]=2[C:12](=[O:14])[CH3:13])[CH2:17][CH2:18]1)(=[O:34])=[O:33], predict the reactants needed to synthesize it. The reactants are: [Cl:1][C:2]1[N:3]=[C:4]2[C:9](=[CH:10][CH:11]=1)[N:8]=[CH:7][C:6]([C:12](=[O:14])[CH3:13])=[C:5]2[NH:15][C@H:16]1[CH2:21][CH2:20][C@H:19]([CH2:22][OH:23])[CH2:18][CH2:17]1.C(N(CC)CC)C.[CH3:31][S:32](Cl)(=[O:34])=[O:33]. (4) The reactants are: [CH3:1][N:2]1[CH2:7][CH2:6][CH:5]([N:8]([C:22]2[CH:27]=[CH:26][CH:25]=[CH:24][CH:23]=2)[C:9]2[CH:21]=[CH:20][C:12]([C:13]([N:15]([CH2:18][CH3:19])[CH2:16][CH3:17])=[O:14])=[CH:11][CH:10]=2)[CH:4]([CH3:28])[CH2:3]1.ClC(O[C:33]1C=CC=C[CH:34]=1)=O.[OH-].[Na+].C(C1C=C(OC)C=C(C(C)(C)C)C=1C1C=C(N(C2C=CC=CC=2)C2CCN(C)CC2C)C=CC=1C([O-])=O)(C)(C)C.C(Br)C=C.C([O-])([O-])=O.[K+].[K+]. Given the product [CH2:1]([N:2]1[CH2:7][CH2:6][CH:5]([N:8]([C:22]2[CH:23]=[CH:24][CH:25]=[CH:26][CH:27]=2)[C:9]2[CH:21]=[CH:20][C:12]([C:13]([N:15]([CH2:18][CH3:19])[CH2:16][CH3:17])=[O:14])=[CH:11][CH:10]=2)[CH:4]([CH3:28])[CH2:3]1)[CH:33]=[CH2:34], predict the reactants needed to synthesize it. (5) Given the product [F:32][C:2]([F:1])([F:31])[C:3]([CH3:30])([CH3:29])[CH2:4][N:5]1[CH2:10][CH2:9][CH:8]([CH2:11][O:12][C:13]2[N:18]=[CH:17][C:16]([C:19]3[CH:20]=[CH:21][C:22]([C:23]([OH:25])=[O:24])=[CH:27][CH:28]=3)=[CH:15][CH:14]=2)[CH2:7][CH2:6]1, predict the reactants needed to synthesize it. The reactants are: [F:1][C:2]([F:32])([F:31])[C:3]([CH3:30])([CH3:29])[CH2:4][N:5]1[CH2:10][CH2:9][CH:8]([CH2:11][O:12][C:13]2[N:18]=[CH:17][C:16]([C:19]3[CH:28]=[CH:27][C:22]([C:23]([O:25]C)=[O:24])=[CH:21][CH:20]=3)=[CH:15][CH:14]=2)[CH2:7][CH2:6]1.O[Li].O. (6) Given the product [Cl:20][C:19]1[C:14]([N:5]([CH2:4][CH2:3][O:2][CH3:1])[CH3:6])=[N:15][C:16]([NH:21][C:22]2[CH:27]=[CH:26][CH:25]=[CH:24][CH:23]=2)=[N:17][CH:18]=1, predict the reactants needed to synthesize it. The reactants are: [CH3:1][O:2][CH2:3][CH2:4][NH:5][CH3:6].C(=O)([O-])[O-].[K+].[K+].Cl[C:14]1[C:19]([Cl:20])=[CH:18][N:17]=[C:16]([NH:21][C:22]2[CH:27]=[CH:26][CH:25]=[CH:24][CH:23]=2)[N:15]=1.O. (7) Given the product [Cl:19][C:20]1[C:29]2[C:24](=[CH:25][CH:26]=[C:27]([S:30]([NH:1][C:2]3([C:8]([O:10][CH3:11])=[O:9])[CH2:3][CH2:4][O:5][CH2:6][CH2:7]3)(=[O:32])=[O:31])[CH:28]=2)[C:23]([Cl:34])=[CH:22][N:21]=1, predict the reactants needed to synthesize it. The reactants are: [NH2:1][C:2]1([C:8]([O:10][CH3:11])=[O:9])[CH2:7][CH2:6][O:5][CH2:4][CH2:3]1.CCN(CC)CC.[Cl:19][C:20]1[C:29]2[C:24](=[CH:25][CH:26]=[C:27]([S:30](Cl)(=[O:32])=[O:31])[CH:28]=2)[C:23]([Cl:34])=[CH:22][N:21]=1.